This data is from Reaction yield outcomes from USPTO patents with 853,638 reactions. The task is: Predict the reaction yield, written as a fraction of the theoretical maximum amount of product (1.0 means a 100% yield; for example, 0.34 means a 34% yield). The reactants are [Br:1][C:2]1[CH:9]=[CH:8][C:5]([CH:6]=O)=[C:4]([F:10])[CH:3]=1.[CH3:11][C:12]([S@:15]([NH2:17])=[O:16])([CH3:14])[CH3:13]. The catalyst is S([O-])([O-])(=O)=O.[Cu+2].ClCCCl. The product is [Br:1][C:2]1[CH:9]=[CH:8][C:5](/[CH:6]=[N:17]/[S@@:15]([C:12]([CH3:14])([CH3:13])[CH3:11])=[O:16])=[C:4]([F:10])[CH:3]=1. The yield is 1.03.